Dataset: Full USPTO retrosynthesis dataset with 1.9M reactions from patents (1976-2016). Task: Predict the reactants needed to synthesize the given product. (1) Given the product [Br:18][C:19]1[CH:26]=[C:25]([CH:4]([C:5]([O:7][C:8]([CH3:9])([CH3:10])[CH3:11])=[O:6])[C:3]([O:13][C:14]([CH3:17])([CH3:16])[CH3:15])=[O:12])[CH:24]=[CH:23][C:20]=1[C:21]#[N:22], predict the reactants needed to synthesize it. The reactants are: [H-].[Na+].[C:3]([O:13][C:14]([CH3:17])([CH3:16])[CH3:15])(=[O:12])[CH2:4][C:5]([O:7][C:8]([CH3:11])([CH3:10])[CH3:9])=[O:6].[Br:18][C:19]1[CH:26]=[C:25](F)[CH:24]=[CH:23][C:20]=1[C:21]#[N:22].O. (2) Given the product [CH2:1]([C:3]1[CH:4]=[C:5]([I:12])[C:6]([OH:11])=[C:7]([CH:10]=1)[CH:8]=[O:9])[CH3:2], predict the reactants needed to synthesize it. The reactants are: [CH2:1]([C:3]1[CH:10]=[C:7]([CH:8]=[O:9])[C:6]([OH:11])=[CH:5][CH:4]=1)[CH3:2].[I-:12].[Na+].ClN. (3) The reactants are: [Li]CCCC.[CH3:6][C:7]1[O:8][CH:9]=[CH:10][N:11]=1.Cl[Sn:13]([CH3:16])([CH3:15])[CH3:14].O. Given the product [CH3:14][Sn:13]([CH3:16])([CH3:15])[C:9]1[O:8][C:7]([CH3:6])=[N:11][CH:10]=1, predict the reactants needed to synthesize it. (4) Given the product [CH2:1]([O:8][C:9]1[CH:14]=[C:13]([CH:15]([CH3:17])[CH3:16])[CH:12]=[CH:11][C:10]=1[C:18]1([O:29][CH3:32])[C:19](=[O:28])[C:20]2[C:25](=[CH:24][CH:23]=[CH:22][CH:21]=2)[C:26]1=[O:27])[C:2]1[CH:7]=[CH:6][CH:5]=[CH:4][CH:3]=1, predict the reactants needed to synthesize it. The reactants are: [CH2:1]([O:8][C:9]1[CH:14]=[C:13]([CH:15]([CH3:17])[CH3:16])[CH:12]=[CH:11][C:10]=1[C:18]1([OH:29])[C:26](=[O:27])[C:25]2[C:20](=[CH:21][CH:22]=[CH:23][CH:24]=2)[C:19]1=[O:28])[C:2]1[CH:7]=[CH:6][CH:5]=[CH:4][CH:3]=1.[H-].[Na+].[CH3:32]I. (5) Given the product [C:1]([CH:3]=[C:4]1[CH2:9][CH2:8][N:7]([C:10]2[CH:15]=[CH:14][C:13]([N:16]3[CH2:20][C@H:19]([CH2:21][NH:22][C:26](=[O:27])[CH2:25][OH:28])[O:18][C:17]3=[O:23])=[CH:12][C:11]=2[F:24])[CH2:6][CH2:5]1)#[N:2], predict the reactants needed to synthesize it. The reactants are: [C:1]([CH:3]=[C:4]1[CH2:9][CH2:8][N:7]([C:10]2[CH:15]=[CH:14][C:13]([N:16]3[CH2:20][C@H:19]([CH2:21][NH2:22])[O:18][C:17]3=[O:23])=[CH:12][C:11]=2[F:24])[CH2:6][CH2:5]1)#[N:2].[C:25](O)(=[O:28])[CH2:26][OH:27].C1(N=C=NC2CCCCC2)CCCCC1.